Dataset: Reaction yield outcomes from USPTO patents with 853,638 reactions. Task: Predict the reaction yield, written as a fraction of the theoretical maximum amount of product (1.0 means a 100% yield; for example, 0.34 means a 34% yield). (1) The reactants are [OH-].[Na+].CC1(C)C(C)(C)OB([C:11]2[CH:19]=[CH:18][CH:17]=[C:16]3[C:12]=2[CH:13]=[CH:14][NH:15]3)O1.Br[C:22]1[CH:23]=[N:24][CH:25]=[CH:26][CH:27]=1. The catalyst is [Pd].C1COCC1. The product is [N:24]1[CH:25]=[CH:26][CH:27]=[C:22]([C:11]2[CH:19]=[CH:18][CH:17]=[C:16]3[C:12]=2[CH:13]=[CH:14][NH:15]3)[CH:23]=1. The yield is 0.620. (2) The reactants are [CH:1]([C:3]1[C:11]2[C:6](=[CH:7][CH:8]=[C:9]([C:12]3[CH:13]=[C:14]([NH:18][C:19](=[O:24])[CH2:20][CH:21]([CH3:23])[CH3:22])[CH:15]=[N:16][CH:17]=3)[CH:10]=2)[N:5](C2CCCCO2)[N:4]=1)=O.[CH3:31][N:32]1[CH2:37][CH2:36][N:35]([C:38]2[C:39]([NH2:45])=[C:40]([NH2:44])[CH:41]=[N:42][CH:43]=2)[CH2:34][CH2:33]1.[S].[SiH](CC)(CC)CC.C(O)(C(F)(F)F)=O. The catalyst is CN(C=O)C.CO.C(Cl)Cl. The product is [CH3:22][CH:21]([CH3:23])[CH2:20][C:19]([NH:18][C:14]1[CH:15]=[N:16][CH:17]=[C:12]([C:9]2[CH:10]=[C:11]3[C:6](=[CH:7][CH:8]=2)[NH:5][N:4]=[C:3]3[C:1]2[NH:44][C:40]3[CH:41]=[N:42][CH:43]=[C:38]([N:35]4[CH2:34][CH2:33][N:32]([CH3:31])[CH2:37][CH2:36]4)[C:39]=3[N:45]=2)[CH:13]=1)=[O:24]. The yield is 0.590. (3) The reactants are [N:1]1[CH:6]=[CH:5][CH:4]=[C:3]([C:7]2[CH:8]=[C:9]3[N:14]([CH:15]=2)[N:13]=[CH:12][N:11]=[C:10]3O)[CH:2]=1.O=P(Cl)(Cl)[Cl:19].CCN(C(C)C)C(C)C. The catalyst is C1(C)C=CC=CC=1. The product is [Cl:19][C:10]1[C:9]2=[CH:8][C:7]([C:3]3[CH:2]=[N:1][CH:6]=[CH:5][CH:4]=3)=[CH:15][N:14]2[N:13]=[CH:12][N:11]=1. The yield is 0.330. (4) The reactants are CC1C=C(N2CCN(CCOC3C=CC=CC=3)C2=O)SC=1C(O)=O.[F:25][C:26]1[CH:47]=[CH:46][C:29]([CH2:30][N:31]2[CH2:35][CH2:34][N:33]([C:36]3[S:40][C:39]([C:41](O)=[O:42])=[C:38]([CH3:44])[CH:37]=3)[C:32]2=[O:45])=[CH:28][CH:27]=1.C(O)(=O)C(O)=O.[C:54]1([C:60]2[O:64][C:63]([CH2:65][NH2:66])=[N:62][N:61]=2)[CH:59]=[CH:58][CH:57]=[CH:56][CH:55]=1. No catalyst specified. The product is [F:25][C:26]1[CH:47]=[CH:46][C:29]([CH2:30][N:31]2[CH2:35][CH2:34][N:33]([C:36]3[S:40][C:39]([C:41]([NH:66][CH2:65][C:63]4[O:64][C:60]([C:54]5[CH:55]=[CH:56][CH:57]=[CH:58][CH:59]=5)=[N:61][N:62]=4)=[O:42])=[C:38]([CH3:44])[CH:37]=3)[C:32]2=[O:45])=[CH:28][CH:27]=1. The yield is 0.670. (5) The reactants are [Cl:1][C:2]1[CH:7]=[CH:6][C:5]([NH:8][C:9]2[S:10][CH:11]=[CH:12][C:13]=2[C:14]#[N:15])=[C:4]([N+:16]([O-])=O)[CH:3]=1.O.O.[Sn](Cl)Cl. The catalyst is C(O)C.Cl. The product is [ClH:1].[Cl:1][C:2]1[CH:7]=[CH:6][C:5]2[NH:8][C:9]3[S:10][CH:11]=[CH:12][C:13]=3[C:14]([NH2:15])=[N:16][C:4]=2[CH:3]=1. The yield is 0.710. (6) The reactants are [F:1][C:2]1[CH:7]=[CH:6][CH:5]=[CH:4][C:3]=1[C@@H:8]1[NH:13][C:12](=[O:14])[C@H:11]([CH2:15][CH:16]([CH3:18])[CH3:17])[NH:10][CH2:9]1.[F:19][C:20]1[CH:25]=[C:24]([F:26])[CH:23]=[CH:22][C:21]=1/[CH:27]=[CH:28]/[C:29](O)=[O:30].C([C@@H]1N(C(=O)/C=C/C2C=CC=CC=2)C[C@H](CC(C)C)NC1=O)C(C)C. No catalyst specified. The yield is 0.560. The product is [F:19][C:20]1[CH:25]=[C:24]([F:26])[CH:23]=[CH:22][C:21]=1/[CH:27]=[CH:28]/[C:29]([N:10]1[CH2:9][C@H:8]([C:3]2[CH:4]=[CH:5][CH:6]=[CH:7][C:2]=2[F:1])[NH:13][C:12](=[O:14])[C@@H:11]1[CH2:15][CH:16]([CH3:18])[CH3:17])=[O:30].